This data is from Reaction yield outcomes from USPTO patents with 853,638 reactions. The task is: Predict the reaction yield, written as a fraction of the theoretical maximum amount of product (1.0 means a 100% yield; for example, 0.34 means a 34% yield). (1) The reactants are O=[C:2]1[CH:7]=[CH:6][NH:5][C:4]([NH:8][C:9]2[CH:16]=[CH:15][C:12]([C:13]#[N:14])=[CH:11][CH:10]=2)=[N:3]1.O=P(Cl)(Cl)[Cl:19]. No catalyst specified. The product is [Cl:19][C:2]1[CH:7]=[CH:6][N:5]=[C:4]([NH:8][C:9]2[CH:16]=[CH:15][C:12]([C:13]#[N:14])=[CH:11][CH:10]=2)[N:3]=1. The yield is 0.772. (2) The reactants are C[O:2][C:3](=[O:30])[CH2:4][CH:5]([N:9]1[C:13]2[CH:14]=[CH:15][CH:16]=[CH:17][C:12]=2[N:11]([CH2:18][C:19]2[C:20]3[C:27]([CH3:28])=[CH:26][CH:25]=[CH:24][C:21]=3[S:22][CH:23]=2)[C:10]1=[O:29])[CH2:6][CH2:7][OH:8].CC1C2C(CN3C4C=CC=CC=4N(C4CCOC(=O)C4)C3=O)=CSC=2C=CC=1.[OH-].[Na+].Cl. The catalyst is O1CCOCC1. The product is [OH:8][CH2:7][CH2:6][CH:5]([N:9]1[C:13]2[CH:14]=[CH:15][CH:16]=[CH:17][C:12]=2[N:11]([CH2:18][C:19]2[C:20]3[C:27]([CH3:28])=[CH:26][CH:25]=[CH:24][C:21]=3[S:22][CH:23]=2)[C:10]1=[O:29])[CH2:4][C:3]([OH:30])=[O:2]. The yield is 0.620.